This data is from Full USPTO retrosynthesis dataset with 1.9M reactions from patents (1976-2016). The task is: Predict the reactants needed to synthesize the given product. (1) The reactants are: [Cl:1][C:2]1[CH:3]=[CH:4][C:5]2[O:9][C:8]([C:10]3[CH:19]=[CH:18][C:17]4[C:12](=[CH:13][CH:14]=[C:15]([O:20][CH3:21])[CH:16]=4)[CH:11]=3)=[CH:7][C:6]=2[CH:22]=1.[C:23](Cl)(=[O:28])[CH2:24][CH2:25][CH2:26][CH3:27].[Sn](Cl)(Cl)(Cl)Cl. Given the product [Cl:1][C:2]1[CH:3]=[CH:4][C:5]2[O:9][C:8]([C:10]3[CH:19]=[CH:18][C:17]4[C:12](=[CH:13][CH:14]=[C:15]([O:20][CH3:21])[CH:16]=4)[CH:11]=3)=[C:7]([C:23](=[O:28])[CH2:24][CH2:25][CH2:26][CH3:27])[C:6]=2[CH:22]=1, predict the reactants needed to synthesize it. (2) Given the product [Br:1][C:2]1[C:3]([N:8]2[CH2:11][CH:10]([C:13]#[N:14])[CH2:9]2)=[N:4][CH:5]=[CH:6][CH:7]=1, predict the reactants needed to synthesize it. The reactants are: [Br:1][C:2]1[C:3]([N:8]2[CH2:11][CH:10](O)[CH2:9]2)=[N:4][CH:5]=[CH:6][CH:7]=1.[C-:13]#[N:14].[Na+].